From a dataset of Reaction yield outcomes from USPTO patents with 853,638 reactions. Predict the reaction yield, written as a fraction of the theoretical maximum amount of product (1.0 means a 100% yield; for example, 0.34 means a 34% yield). (1) The reactants are [Br:1][C:2]1[CH:7]=[CH:6][C:5]([NH:8][C:9](=O)[CH3:10])=[C:4]([C:12]([F:15])([F:14])[F:13])[CH:3]=1.C(Cl)Cl.[N-:19]=[N+:20]=[N-:21].[Na+].FC(F)(F)S(OS(C(F)(F)F)(=O)=O)(=O)=O. The catalyst is C(#N)C. The product is [Br:1][C:2]1[CH:7]=[CH:6][C:5]([N:8]2[C:9]([CH3:10])=[N:21][N:20]=[N:19]2)=[C:4]([C:12]([F:15])([F:14])[F:13])[CH:3]=1. The yield is 0.700. (2) The reactants are [Cl-].O[NH3+:3].[C:4](=[O:7])([O-])[OH:5].[Na+].CS(C)=O.[CH3:13][O:14][CH:15]1[CH2:20][CH2:19][CH2:18][CH2:17][CH:16]1[N:21]1[C:26](=[O:27])[C:25]([CH2:28][C:29]2[CH:34]=[CH:33][C:32]([C:35]3[C:36]([C:41]#[N:42])=[CH:37][CH:38]=[CH:39][CH:40]=3)=[CH:31][CH:30]=2)=[C:24]([CH2:43][CH2:44][CH3:45])[N:23]2[N:46]=[C:47]([CH3:49])[N:48]=[C:22]12. The catalyst is C(OCC)(=O)C. The product is [CH3:13][O:14][CH:15]1[CH2:20][CH2:19][CH2:18][CH2:17][CH:16]1[N:21]1[C:26](=[O:27])[C:25]([CH2:28][C:29]2[CH:34]=[CH:33][C:32]([C:35]3[CH:40]=[CH:39][CH:38]=[CH:37][C:36]=3[C:41]3[NH:3][C:4](=[O:7])[O:5][N:42]=3)=[CH:31][CH:30]=2)=[C:24]([CH2:43][CH2:44][CH3:45])[N:23]2[N:46]=[C:47]([CH3:49])[N:48]=[C:22]12. The yield is 0.530. (3) The reactants are [H-].[Na+].[Br:3][C:4]1[CH:5]=[C:6]([C:10]([CH3:14])([CH3:13])[CH2:11][OH:12])[CH:7]=[CH:8][CH:9]=1.[CH3:15]I. The catalyst is C1COCC1.CCOCC. The product is [Br:3][C:4]1[CH:9]=[CH:8][CH:7]=[C:6]([C:10]([CH3:14])([CH3:13])[CH2:11][O:12][CH3:15])[CH:5]=1. The yield is 0.910. (4) The reactants are [CH:1]1([O:4][C:5]2[CH:10]=[CH:9][C:8]([C:11]#[CH:12])=[CH:7][CH:6]=2)[CH2:3][CH2:2]1.Br[C:14](Br)=[CH:15][C:16]1[CH:25]=[CH:24][C:19]([C:20]([O:22][CH3:23])=[O:21])=[CH:18][CH:17]=1. No catalyst specified. The product is [CH3:23][O:22][C:20](=[O:21])[C:19]1[CH:24]=[CH:25][C:16]([C:15]#[C:14][C:12]#[C:11][C:8]2[CH:9]=[CH:10][C:5]([O:4][CH:1]3[CH2:3][CH2:2]3)=[CH:6][CH:7]=2)=[CH:17][CH:18]=1. The yield is 0.590. (5) The reactants are Br[C:2]1[CH:7]=[C:6]([F:8])[CH:5]=[C:4]([F:9])[C:3]=1[NH:10][C:11]([C:13]1[C:14]([CH3:20])=[N:15][N:16]([CH3:19])[C:17]=1[F:18])=[O:12].[CH3:21][O:22][N:23]=[CH:24][C:25]1[CH:30]=[CH:29][C:28](B(O)O)=[CH:27][CH:26]=1.COCCOC.C(=O)([O-])[O-].[Na+].[Na+]. The catalyst is O.[Pd].C1(P(C2C=CC=CC=2)C2C=CC=CC=2)C=CC=CC=1.C1(P(C2C=CC=CC=2)C2C=CC=CC=2)C=CC=CC=1.C1(P(C2C=CC=CC=2)C2C=CC=CC=2)C=CC=CC=1.C1(P(C2C=CC=CC=2)C2C=CC=CC=2)C=CC=CC=1. The product is [F:9][C:4]1[C:3]([NH:10][C:11]([C:13]2[C:14]([CH3:20])=[N:15][N:16]([CH3:19])[C:17]=2[F:18])=[O:12])=[C:2]([C:28]2[CH:29]=[CH:30][C:25]([CH:24]=[N:23][O:22][CH3:21])=[CH:26][CH:27]=2)[CH:7]=[C:6]([F:8])[CH:5]=1. The yield is 0.480. (6) The reactants are ClC1C=CC(CC2[C:16]([OH:17])=[C:15](C(O)=O)[C:14]3[C:9](=[C:10]([C:21]4[CH:26]=[CH:25][CH:24]=[CH:23][CH:22]=4)[CH:11]=[CH:12][CH:13]=3)[N:8]=2)=CC=1.C(C1C=CC=C2C=1NC(=[O:40])C2=O)C.C(OCC(=O)CC1C=CC(Cl)=CC=1)(=O)C.ClC1C=CC(CC2C(O)=C(C(O)=O)C3C(=C(CC)C=CC=3)N=2)=CC=1. No catalyst specified. The product is [C:21]1([C:10]2[CH:11]=[CH:12][CH:13]=[C:14]3[C:9]=2[NH:8][C:16](=[O:17])[C:15]3=[O:40])[CH:26]=[CH:25][CH:24]=[CH:23][CH:22]=1. The yield is 0.250.